This data is from Catalyst prediction with 721,799 reactions and 888 catalyst types from USPTO. The task is: Predict which catalyst facilitates the given reaction. (1) Reactant: [Br:1][C:2]1[CH:7]=[CH:6][CH:5]=[CH:4][C:3]=1[CH2:8][C:9]([OH:11])=O.Cl.[CH3:13][NH:14][O:15][CH3:16].C(N(CC)CC)C.[I-].ClCC1C=CC=C[NH+]=1. Product: [Br:1][C:2]1[CH:7]=[CH:6][CH:5]=[CH:4][C:3]=1[CH2:8][C:9]([N:14]([O:15][CH3:16])[CH3:13])=[O:11]. The catalyst class is: 2. (2) Reactant: Br[C:2]1[CH:3]=[C:4]2[C:9](=[CH:10][CH:11]=1)[C:8](=[O:12])[CH2:7][CH:6]([CH3:13])[CH2:5]2.[Na].C(=O)([O-])[O-].[Cs+].[Cs+].N1CCC[C@H]1C(O)=[O:24].C[S:30]([CH3:32])=[O:31]. Product: [CH3:13][CH:6]1[CH2:5][C:4]2[C:9](=[CH:10][CH:11]=[C:2]([S:30]([CH3:32])(=[O:24])=[O:31])[CH:3]=2)[C:8](=[O:12])[CH2:7]1. The catalyst class is: 205. (3) Reactant: Cl.[NH2:2][CH2:3][CH2:4][C:5]([N:7]1[CH2:12][CH2:11][CH:10]([N:13]2[N:22]=[C:21]([C:23]3[CH:28]=[CH:27][C:26]([O:29][CH3:30])=[C:25]([O:31][CH3:32])[CH:24]=3)[C@@H:20]3[C@@H:15]([CH2:16][CH2:17][CH2:18][CH2:19]3)[C:14]2=[O:33])[CH2:9][CH2:8]1)=[O:6].[CH:34]1([CH2:37][O:38][C:39]2[CH:47]=[CH:46][C:42]3[O:43][CH2:44][O:45][C:41]=3[C:40]=2[C:48]2[C:49]3[NH:56][CH:55]=[C:54]([C:57](O)=[O:58])[C:50]=3[N:51]=[CH:52][N:53]=2)[CH2:36][CH2:35]1.CN(C(ON1N=NC2C=CC=CC1=2)=[N+](C)C)C.F[P-](F)(F)(F)(F)F.CCN(C(C)C)C(C)C. Product: [CH:34]1([CH2:37][O:38][C:39]2[CH:47]=[CH:46][C:42]3[O:43][CH2:44][O:45][C:41]=3[C:40]=2[C:48]2[C:49]3[NH:56][CH:55]=[C:54]([C:57]([NH:2][CH2:3][CH2:4][C:5]([N:7]4[CH2:12][CH2:11][CH:10]([N:13]5[N:22]=[C:21]([C:23]6[CH:28]=[CH:27][C:26]([O:29][CH3:30])=[C:25]([O:31][CH3:32])[CH:24]=6)[C@@H:20]6[C@@H:15]([CH2:16][CH2:17][CH2:18][CH2:19]6)[C:14]5=[O:33])[CH2:9][CH2:8]4)=[O:6])=[O:58])[C:50]=3[N:51]=[CH:52][N:53]=2)[CH2:35][CH2:36]1. The catalyst class is: 2. (4) Reactant: [CH3:1][N:2]([CH:4]=[C:5]1[NH:9][C:8](=[O:10])[N:7]([CH:11]([CH3:13])[CH3:12])[C:6]1=[O:14])[CH3:3].[H-].[Na+].[H][H].[CH3:19][O:20][C:21]1[CH:28]=[CH:27][C:24]([CH2:25]Cl)=[CH:23][CH:22]=1. The catalyst class is: 9. Product: [CH3:3][N:2]([CH:4]=[C:5]1[N:9]([CH2:25][C:24]2[CH:27]=[CH:28][C:21]([O:20][CH3:19])=[CH:22][CH:23]=2)[C:8](=[O:10])[N:7]([CH:11]([CH3:12])[CH3:13])[C:6]1=[O:14])[CH3:1]. (5) Reactant: [OH:1][C:2]1[CH:3]=[C:4]2[C:9](=[CH:10][CH:11]=1)[O:8][CH2:7][CH2:6][C:5]2=[O:12].Cl[C:14]1[CH:19]=[CH:18][C:17]([C:20]([F:23])([F:22])[F:21])=[CH:16][N:15]=1.C(=O)([O-])[O-].[K+].[K+].O. Product: [F:21][C:20]([F:23])([F:22])[C:17]1[CH:18]=[CH:19][C:14]([O:1][C:2]2[CH:3]=[C:4]3[C:9](=[CH:10][CH:11]=2)[O:8][CH2:7][CH2:6][C:5]3=[O:12])=[N:15][CH:16]=1. The catalyst class is: 10. (6) Reactant: C(OC([NH:8][C@@H:9]([CH2:20][C:21]1[O:22][C:23]([CH2:26][C:27]2[S:28][C:29]3[CH:35]=[C:34]([C:36]4[CH:41]=[CH:40][CH:39]=[CH:38][CH:37]=4)[CH:33]=[CH:32][C:30]=3[N:31]=2)=[N:24][N:25]=1)[C:10]([O:12][CH2:13][C:14]1[CH:19]=[CH:18][CH:17]=[CH:16][CH:15]=1)=[O:11])=O)(C)(C)C.C(O)(C(F)(F)F)=O. Product: [NH2:8][C@@H:9]([CH2:20][C:21]1[O:22][C:23]([CH2:26][C:27]2[S:28][C:29]3[CH:35]=[C:34]([C:36]4[CH:37]=[CH:38][CH:39]=[CH:40][CH:41]=4)[CH:33]=[CH:32][C:30]=3[N:31]=2)=[N:24][N:25]=1)[C:10]([O:12][CH2:13][C:14]1[CH:19]=[CH:18][CH:17]=[CH:16][CH:15]=1)=[O:11]. The catalyst class is: 2. (7) Reactant: C(=O)([O-])O.[Na+].[CH3:6][C:7]([O:10][C:11](O[C:11]([O:10][C:7]([CH3:9])([CH3:8])[CH3:6])=[O:12])=[O:12])([CH3:9])[CH3:8].[C:21]([O:25][C:26](=[O:41])[CH2:27][CH2:28][NH:29][CH2:30][C:31]([O:33][CH2:34][C:35]1[CH:40]=[CH:39][CH:38]=[CH:37][CH:36]=1)=[O:32])([CH3:24])([CH3:23])[CH3:22]. Product: [C:21]([O:25][C:26](=[O:41])[CH2:27][CH2:28][N:29]([CH2:30][C:31]([O:33][CH2:34][C:35]1[CH:36]=[CH:37][CH:38]=[CH:39][CH:40]=1)=[O:32])[C:11]([O:10][C:7]([CH3:9])([CH3:8])[CH3:6])=[O:12])([CH3:24])([CH3:22])[CH3:23]. The catalyst class is: 4. (8) Reactant: [C:1]([C:3]1[CH:44]=[CH:43][C:6]([CH2:7][N:8]([CH2:21][C:22]2[CH:27]=[CH:26][C:25]([O:28][C:29]3[CH:34]=[CH:33][CH:32]=[C:31](/[CH:35]=[CH:36]/[C:37]4[CH:38]=[N:39][CH:40]=[CH:41][CH:42]=4)[CH:30]=3)=[CH:24][CH:23]=2)[C:9]2[C:10]([CH3:20])=[C:11]([NH:15][S:16]([CH3:19])(=[O:18])=[O:17])[CH:12]=[CH:13][CH:14]=2)=[CH:5][CH:4]=1)#[N:2]. Product: [C:1]([C:3]1[CH:4]=[CH:5][C:6]([CH2:7][N:8]([CH2:21][C:22]2[CH:27]=[CH:26][C:25]([O:28][C:29]3[CH:34]=[CH:33][CH:32]=[C:31]([CH2:35][CH2:36][C:37]4[CH:38]=[N:39][CH:40]=[CH:41][CH:42]=4)[CH:30]=3)=[CH:24][CH:23]=2)[C:9]2[C:10]([CH3:20])=[C:11]([NH:15][S:16]([CH3:19])(=[O:17])=[O:18])[CH:12]=[CH:13][CH:14]=2)=[CH:43][CH:44]=1)#[N:2]. The catalyst class is: 256.